Dataset: Catalyst prediction with 721,799 reactions and 888 catalyst types from USPTO. Task: Predict which catalyst facilitates the given reaction. (1) Reactant: Br[C:2]1[S:3][CH:4]=[C:5]([Br:7])[N:6]=1.[N:8]1([C:14]([O:16][C:17]([CH3:20])([CH3:19])[CH3:18])=[O:15])[CH2:13][CH2:12][NH:11][CH2:10][CH2:9]1.C(N(CC)CC)C.CN(C)C=O. Product: [Br:7][C:5]1[N:6]=[C:2]([N:11]2[CH2:10][CH2:9][N:8]([C:14]([O:16][C:17]([CH3:20])([CH3:19])[CH3:18])=[O:15])[CH2:13][CH2:12]2)[S:3][CH:4]=1. The catalyst class is: 6. (2) Reactant: [C:1]([O:5][C:6]([N:8]1[CH2:13][CH2:12][C:11]([CH2:18][CH2:19][CH2:20][C:21]([O:23][CH3:24])=[O:22])([C:14]([O:16]C)=O)[CH2:10][CH2:9]1)=[O:7])([CH3:4])([CH3:3])[CH3:2].O1CCCC1.C([N-]C(C)C)(C)C.[Li+].C(OCC)(=O)C.[Cl-].[NH4+]. Product: [CH3:24][O:23][C:21]([CH:20]1[CH2:19][CH2:18][C:11]2([CH2:12][CH2:13][N:8]([C:6]([O:5][C:1]([CH3:2])([CH3:4])[CH3:3])=[O:7])[CH2:9][CH2:10]2)[C:14]1=[O:16])=[O:22]. The catalyst class is: 7. (3) Reactant: F[C:2]1[N:7]2[CH:8]=[C:9]([CH2:11][N:12]([CH3:23])[C@@H:13]3[C:18]4=[N:19][CH:20]=[CH:21][CH:22]=[C:17]4[O:16][CH2:15][CH2:14]3)[N:10]=[C:6]2[CH:5]=[CH:4][CH:3]=1.[CH3:24][NH:25][CH:26]1[CH2:30][N:29]([CH3:31])[CH2:28][CH2:27]1. Product: [NH4+:7].[OH-:16].[CH3:23][N:12]([CH2:11][C:9]1[N:10]=[C:6]2[CH:5]=[CH:4][CH:3]=[C:2]([N:25]([CH3:24])[CH:26]3[CH2:27][CH2:28][N:29]([CH3:31])[CH2:30]3)[N:7]2[CH:8]=1)[CH:13]1[C:18]2=[N:19][CH:20]=[CH:21][CH:22]=[C:17]2[O:16][CH2:15][CH2:14]1. The catalyst class is: 435. (4) Reactant: C1(P(C2C=CC=CC=2)C2C=CC=CC=2)C=CC=CC=1.[S:20]([Cl:24])(Cl)(=[O:22])=[O:21].[CH3:25][CH:26]([CH3:33])/[CH:27]=[CH:28]/S([O-])(=O)=O.C([N+](CCCC)(CCCC)CCCC)CCC. Product: [CH3:25][CH:26]([CH3:33])/[CH:27]=[CH:28]/[S:20]([Cl:24])(=[O:22])=[O:21]. The catalyst class is: 4. (5) Reactant: [CH2:1]([O:3][C:4](=[O:27])[C:5](=[CH:11][NH:12][C:13]1[N:14]([CH2:18][C:19]2[CH:24]=[CH:23][C:22]([O:25][CH3:26])=[CH:21][CH:20]=2)[N:15]=[CH:16][CH:17]=1)[C:6]([O:8]CC)=O)[CH3:2]. Product: [CH2:1]([O:3][C:4]([C:5]1[C:6]([OH:8])=[C:17]2[CH:16]=[N:15][N:14]([CH2:18][C:19]3[CH:24]=[CH:23][C:22]([O:25][CH3:26])=[CH:21][CH:20]=3)[C:13]2=[N:12][CH:11]=1)=[O:27])[CH3:2]. The catalyst class is: 400. (6) Reactant: [CH3:1][O:2][C:3](=[O:13])[CH2:4][C:5]1[CH:10]=[CH:9][C:8]([CH2:11]Br)=[CH:7][CH:6]=1.[C-:14]#[N:15].[K+]. Product: [CH3:1][O:2][C:3](=[O:13])[CH2:4][C:5]1[CH:10]=[CH:9][C:8]([CH2:11][C:14]#[N:15])=[CH:7][CH:6]=1. The catalyst class is: 35. (7) Reactant: C(OC([N:11]([CH2:13][C:14]1[CH:15]=[C:16]([NH:27][C:28]([O:30][CH2:31][C@@H:32]([C:34]2[CH:39]=[CH:38][C:37](B(O)O)=[CH:36][C:35]=2[CH3:43])[CH3:33])=[O:29])[CH:17]=[C:18]([F:26])[C:19]=1[O:20][C@@H:21]([CH3:25])[CH2:22][O:23][CH3:24])[CH3:12])=O)C1C=CC=CC=1.[NH2:44][C:45]1[CH:46]=[C:47]2[C:52](=[CH:53][CH:54]=1)[C:51]([N:55]([C:63]([O:65][C:66]([CH3:69])([CH3:68])[CH3:67])=[O:64])[C:56]([O:58][C:59]([CH3:62])([CH3:61])[CH3:60])=[O:57])=[N:50][CH:49]=[CH:48]2.O.[C:71]([OH:75])(=[O:74])[CH:72]=O. Product: [C:66]([O:65][C:63]([N:55]([C:56]([O:58][C:59]([CH3:60])([CH3:61])[CH3:62])=[O:57])[C:51]1[C:52]2[C:47](=[CH:46][C:45]([NH:44][CH:72]([C:37]3[CH:38]=[CH:39][C:34]([C@@H:32]([CH3:33])[CH2:31][O:30][C:28](=[O:29])[NH:27][C:16]4[CH:15]=[C:14]([CH2:13][NH:11][CH3:12])[C:19]([O:20][C@@H:21]([CH3:25])[CH2:22][O:23][CH3:24])=[C:18]([F:26])[CH:17]=4)=[C:35]([CH3:43])[CH:36]=3)[C:71]([OH:75])=[O:74])=[CH:54][CH:53]=2)[CH:48]=[CH:49][N:50]=1)=[O:64])([CH3:69])([CH3:68])[CH3:67]. The catalyst class is: 705. (8) Reactant: [N:1]([C:4]1[CH:9]=[C:8]([I:10])[CH:7]=[CH:6][C:5]=1[CH3:11])=[N+:2]=[N-:3].[Br:12]N1C(=O)CCC1=O. Product: [N:1]([C:4]1[CH:9]=[C:8]([I:10])[CH:7]=[CH:6][C:5]=1[CH2:11][Br:12])=[N+:2]=[N-:3]. The catalyst class is: 48. (9) Reactant: [N+]([C:4]1[CH:9]=[C:8]([N+:10]([O-])=O)[C:7]([C:13]([F:16])([F:15])[F:14])=[CH:6][C:5]=1/[CH:17]=[CH:18]/[N:19](C)C)([O-])=O. Product: [F:16][C:13]([F:14])([F:15])[C:7]1[CH:6]=[C:5]2[C:4](=[CH:9][C:8]=1[NH2:10])[NH:19][CH:18]=[CH:17]2. The catalyst class is: 470. (10) Reactant: CCN(C(C)C)C(C)C.[F:10][C:11]([F:28])([F:27])[O:12][C:13]1[CH:14]=[CH:15][CH:16]=[C:17]2[C:22]=1[O:21][C:20](=[O:23])[C:19]([C:24]([OH:26])=O)=[CH:18]2.CN(C(ON1N=NC2C=CC=NC1=2)=[N+](C)C)C.F[P-](F)(F)(F)(F)F.[CH3:53][O:54][C:55]1[CH:56]=[C:57]2[C:62](=[CH:63][CH:64]=1)[CH:61]=[C:60]([C:65]1[CH:66]=[C:67]([NH2:71])[CH:68]=[CH:69][CH:70]=1)[CH:59]=[CH:58]2. Product: [CH3:53][O:54][C:55]1[CH:56]=[C:57]2[C:62](=[CH:63][CH:64]=1)[CH:61]=[C:60]([C:65]1[CH:66]=[C:67]([NH:71][C:24]([C:19]3[C:20](=[O:23])[O:21][C:22]4[C:17]([CH:18]=3)=[CH:16][CH:15]=[CH:14][C:13]=4[O:12][C:11]([F:10])([F:28])[F:27])=[O:26])[CH:68]=[CH:69][CH:70]=1)[CH:59]=[CH:58]2. The catalyst class is: 3.